Task: Regression. Given two drug SMILES strings and cell line genomic features, predict the synergy score measuring deviation from expected non-interaction effect.. Dataset: NCI-60 drug combinations with 297,098 pairs across 59 cell lines (1) Drug 1: C1=C(C(=O)NC(=O)N1)N(CCCl)CCCl. Drug 2: C1=NC2=C(N1)C(=S)N=CN2. Cell line: HT29. Synergy scores: CSS=22.0, Synergy_ZIP=-14.0, Synergy_Bliss=-8.81, Synergy_Loewe=-11.3, Synergy_HSA=-6.29. (2) Drug 1: C1=CC(=CC=C1CCCC(=O)O)N(CCCl)CCCl. Drug 2: CC1=C(C(CCC1)(C)C)C=CC(=CC=CC(=CC(=O)O)C)C. Cell line: HCT116. Synergy scores: CSS=40.5, Synergy_ZIP=-1.01, Synergy_Bliss=-1.42, Synergy_Loewe=-1.46, Synergy_HSA=-1.43. (3) Drug 1: CC1=C(C=C(C=C1)NC2=NC=CC(=N2)N(C)C3=CC4=NN(C(=C4C=C3)C)C)S(=O)(=O)N.Cl. Drug 2: C1=NC(=NC(=O)N1C2C(C(C(O2)CO)O)O)N. Cell line: NCI-H322M. Synergy scores: CSS=5.09, Synergy_ZIP=-2.18, Synergy_Bliss=4.79, Synergy_Loewe=-5.06, Synergy_HSA=3.01. (4) Drug 1: CC1OCC2C(O1)C(C(C(O2)OC3C4COC(=O)C4C(C5=CC6=C(C=C35)OCO6)C7=CC(=C(C(=C7)OC)O)OC)O)O. Drug 2: C1C(C(OC1N2C=NC3=C2NC=NCC3O)CO)O. Cell line: MALME-3M. Synergy scores: CSS=14.3, Synergy_ZIP=-6.19, Synergy_Bliss=-1.23, Synergy_Loewe=-8.04, Synergy_HSA=-1.19. (5) Drug 1: CCCS(=O)(=O)NC1=C(C(=C(C=C1)F)C(=O)C2=CNC3=C2C=C(C=N3)C4=CC=C(C=C4)Cl)F. Drug 2: CNC(=O)C1=NC=CC(=C1)OC2=CC=C(C=C2)NC(=O)NC3=CC(=C(C=C3)Cl)C(F)(F)F. Cell line: NCI/ADR-RES. Synergy scores: CSS=23.7, Synergy_ZIP=-9.94, Synergy_Bliss=-7.05, Synergy_Loewe=-21.1, Synergy_HSA=-8.56. (6) Drug 1: CCC1(CC2CC(C3=C(CCN(C2)C1)C4=CC=CC=C4N3)(C5=C(C=C6C(=C5)C78CCN9C7C(C=CC9)(C(C(C8N6C=O)(C(=O)OC)O)OC(=O)C)CC)OC)C(=O)OC)O.OS(=O)(=O)O. Drug 2: C1=NC(=NC(=O)N1C2C(C(C(O2)CO)O)O)N. Cell line: NCI-H460. Synergy scores: CSS=66.0, Synergy_ZIP=0.405, Synergy_Bliss=3.01, Synergy_Loewe=1.49, Synergy_HSA=2.90. (7) Drug 2: C1=CC(=CC=C1C#N)C(C2=CC=C(C=C2)C#N)N3C=NC=N3. Drug 1: CC1=CC2C(CCC3(C2CCC3(C(=O)C)OC(=O)C)C)C4(C1=CC(=O)CC4)C. Synergy scores: CSS=-6.00, Synergy_ZIP=3.32, Synergy_Bliss=-1.00, Synergy_Loewe=-4.04, Synergy_HSA=-5.77. Cell line: SF-268. (8) Drug 1: CS(=O)(=O)CCNCC1=CC=C(O1)C2=CC3=C(C=C2)N=CN=C3NC4=CC(=C(C=C4)OCC5=CC(=CC=C5)F)Cl. Drug 2: CC1=C(C(=O)C2=C(C1=O)N3CC4C(C3(C2COC(=O)N)OC)N4)N. Cell line: RXF 393. Synergy scores: CSS=2.04, Synergy_ZIP=-0.459, Synergy_Bliss=2.00, Synergy_Loewe=-0.0759, Synergy_HSA=0.758. (9) Drug 1: CC1OCC2C(O1)C(C(C(O2)OC3C4COC(=O)C4C(C5=CC6=C(C=C35)OCO6)C7=CC(=C(C(=C7)OC)O)OC)O)O. Drug 2: CN(C)N=NC1=C(NC=N1)C(=O)N. Cell line: OVCAR-4. Synergy scores: CSS=7.37, Synergy_ZIP=0.376, Synergy_Bliss=3.25, Synergy_Loewe=2.18, Synergy_HSA=3.27. (10) Drug 1: CC1C(C(=O)NC(C(=O)N2CCCC2C(=O)N(CC(=O)N(C(C(=O)O1)C(C)C)C)C)C(C)C)NC(=O)C3=C4C(=C(C=C3)C)OC5=C(C(=O)C(=C(C5=N4)C(=O)NC6C(OC(=O)C(N(C(=O)CN(C(=O)C7CCCN7C(=O)C(NC6=O)C(C)C)C)C)C(C)C)C)N)C. Drug 2: CC1=C(C(=O)C2=C(C1=O)N3CC4C(C3(C2COC(=O)N)OC)N4)N. Cell line: UACC62. Synergy scores: CSS=33.2, Synergy_ZIP=-5.80, Synergy_Bliss=-1.38, Synergy_Loewe=-3.10, Synergy_HSA=1.24.